From a dataset of Reaction yield outcomes from USPTO patents with 853,638 reactions. Predict the reaction yield, written as a fraction of the theoretical maximum amount of product (1.0 means a 100% yield; for example, 0.34 means a 34% yield). The reactants are [CH2:1]([O:3][C:4](=[O:16])[CH2:5][O:6][C:7]1[CH:12]=[CH:11][C:10]([Br:13])=[CH:9][C:8]=1[CH:14]=[O:15])[CH3:2].[BH4-].[Na+].Cl. The catalyst is CCO. The product is [Br:13][C:10]1[CH:11]=[CH:12][C:7]([O:6][CH2:5][C:4]([O:3][CH2:1][CH3:2])=[O:16])=[C:8]([CH2:14][OH:15])[CH:9]=1. The yield is 0.890.